This data is from Reaction yield outcomes from USPTO patents with 853,638 reactions. The task is: Predict the reaction yield, written as a fraction of the theoretical maximum amount of product (1.0 means a 100% yield; for example, 0.34 means a 34% yield). (1) The reactants are [F:1][CH:2]([F:5])[CH2:3]Cl.[CH2:6]([NH2:13])[C:7]1[CH:12]=[CH:11][CH:10]=[CH:9][CH:8]=1.C(N(CC)CC)C. The catalyst is O. The product is [CH2:6]([NH:13][CH2:3][CH:2]([F:5])[F:1])[C:7]1[CH:12]=[CH:11][CH:10]=[CH:9][CH:8]=1. The yield is 0.660. (2) The reactants are [OH-].[Na+].Cl.[SH:4][C:5]1[N:10]=[C:9]([CH3:11])[CH:8]=[CH:7][N:6]=1.[CH3:12]I. The catalyst is O. The product is [CH3:11][C:9]1[CH:8]=[CH:7][N:6]=[C:5]([S:4][CH3:12])[N:10]=1. The yield is 0.950. (3) The reactants are [CH3:1][N:2]1[C:7](=[O:8])[C:6]([NH:9][C:10]2[CH:19]=[C:13]3[CH2:14][N:15]([CH3:18])[CH2:16][CH2:17][N:12]3[N:11]=2)=[CH:5][C:4]([C:20]2[CH:25]=[CH:24][N:23]=[C:22]([N:26]3[C:38](=[O:39])[C:37]4[S:36][C:35]5[CH2:34][CH2:33][CH2:32][CH2:31][C:30]=5[C:29]=4[CH:28]=[N:27]3)[C:21]=2[CH:40]=[O:41])=[CH:3]1.[BH4-].[Na+]. The catalyst is CO. The product is [OH:41][CH2:40][C:21]1[C:22]([N:26]2[C:38](=[O:39])[C:37]3[S:36][C:35]4[CH2:34][CH2:33][CH2:32][CH2:31][C:30]=4[C:29]=3[CH:28]=[N:27]2)=[N:23][CH:24]=[CH:25][C:20]=1[C:4]1[CH:5]=[C:6]([NH:9][C:10]2[CH:19]=[C:13]3[CH2:14][N:15]([CH3:18])[CH2:16][CH2:17][N:12]3[N:11]=2)[C:7](=[O:8])[N:2]([CH3:1])[CH:3]=1. The yield is 0.350. (4) The reactants are C([O:3][C@H:4]1[C@@H:8]([C@:9]([NH2:18])([C:11]2[CH:16]=[CH:15][CH:14]=[CH:13][C:12]=2[F:17])[CH3:10])[CH2:7][O:6][CH2:5]1)=O.C(=O)([O-])O.[Na+]. The catalyst is ClCCl. The product is [NH2:18][C@@:9]([C@H:8]1[CH2:7][O:6][CH2:5][C@H:4]1[OH:3])([C:11]1[CH:16]=[CH:15][CH:14]=[CH:13][C:12]=1[F:17])[CH3:10]. The yield is 0.310.